Predict the reactants needed to synthesize the given product. From a dataset of Full USPTO retrosynthesis dataset with 1.9M reactions from patents (1976-2016). (1) Given the product [NH2:23][C:21]1[CH:20]=[CH:19][C:3]([O:4][C:5]2[CH:6]=[C:7]([CH:16]=[CH:17][CH:18]=2)[C:8]([NH:10][C:11]([C:14]#[N:15])([CH3:12])[CH3:13])=[O:9])=[C:2]([Cl:1])[CH:22]=1, predict the reactants needed to synthesize it. The reactants are: [Cl:1][C:2]1[CH:22]=[C:21]([N+:23]([O-])=O)[CH:20]=[CH:19][C:3]=1[O:4][C:5]1[CH:6]=[C:7]([CH:16]=[CH:17][CH:18]=1)[C:8]([NH:10][C:11]([C:14]#[N:15])([CH3:13])[CH3:12])=[O:9]. (2) Given the product [S:1]1[C:5]2[CH:6]=[CH:7][CH:8]=[CH:9][C:4]=2[N:3]=[C:2]1[NH:10][N:11]=[C:12]([C:14]1[O:18][C:17]([C:19]2[CH:20]=[C:21]([S:25]([NH:28][C:29](=[O:38])[CH2:30][CH2:31][CH2:32][C:37]3[CH:39]=[CH:33][CH:34]=[CH:35][CH:36]=3)(=[O:27])=[O:26])[CH:22]=[CH:23][CH:24]=2)=[CH:16][CH:15]=1)[CH3:13], predict the reactants needed to synthesize it. The reactants are: [S:1]1[C:5]2[CH:6]=[CH:7][CH:8]=[CH:9][C:4]=2[N:3]=[C:2]1[NH:10][N:11]=[C:12]([C:14]1[O:18][C:17]([C:19]2[CH:20]=[C:21]([S:25]([NH:28][C:29](=[O:38])[CH2:30][CH2:31][C:32]3[CH:37]=[CH:36][CH:35]=[CH:34][CH:33]=3)(=[O:27])=[O:26])[CH:22]=[CH:23][CH:24]=2)=[CH:16][CH:15]=1)[CH3:13].[C:39](C1OC(C2C=C(S(NC(=O)CC(C3C=CC=CC=3)C)(=O)=O)C=CC=2)=CC=1)(=O)C. (3) Given the product [CH3:19][C:14]1([CH3:20])[C:15]([CH3:18])([CH3:17])[O:16][B:12]([C:2]2[CH:7]=[CH:6][C:5]([S:8]([NH2:11])(=[O:10])=[O:9])=[CH:4][CH:3]=2)[O:13]1, predict the reactants needed to synthesize it. The reactants are: Br[C:2]1[CH:7]=[CH:6][C:5]([S:8]([NH2:11])(=[O:10])=[O:9])=[CH:4][CH:3]=1.[B:12]1([B:12]2[O:16][C:15]([CH3:18])([CH3:17])[C:14]([CH3:20])([CH3:19])[O:13]2)[O:16][C:15]([CH3:18])([CH3:17])[C:14]([CH3:20])([CH3:19])[O:13]1.C([O-])(=O)C.[K+]. (4) Given the product [Cl:26][C:19]1[CH:20]=[C:21]([F:24])[CH:22]=[CH:23][C:18]=1[CH2:17][O:3][C:4]1[C:13]2[C:8](=[CH:9][CH:10]=[CH:11][CH:12]=2)[C:7]([CH:14]=[O:15])=[CH:6][CH:5]=1, predict the reactants needed to synthesize it. The reactants are: [H-].[Na+].[OH:3][C:4]1[C:13]2[C:8](=[CH:9][CH:10]=[CH:11][CH:12]=2)[C:7]([CH:14]=[O:15])=[CH:6][CH:5]=1.Br[CH2:17][C:18]1[CH:23]=[CH:22][C:21]([F:24])=[C:20](Cl)[CH:19]=1.[ClH:26].